Dataset: Forward reaction prediction with 1.9M reactions from USPTO patents (1976-2016). Task: Predict the product of the given reaction. (1) The product is: [C:9]1([S:8][C:4]2[N:3]([O:2][C:21]([N:15]3[CH2:20][CH2:19][O:18][CH2:17][CH2:16]3)=[O:22])[CH:7]=[CH:6][N:5]=2)[CH:14]=[CH:13][CH:12]=[CH:11][CH:10]=1. Given the reactants Cl.[OH:2][N:3]1[CH:7]=[CH:6][N:5]=[C:4]1[S:8][C:9]1[CH:14]=[CH:13][CH:12]=[CH:11][CH:10]=1.[N:15]1([C:21](Cl)=[O:22])[CH2:20][CH2:19][O:18][CH2:17][CH2:16]1, predict the reaction product. (2) Given the reactants [Br:1][C:2]1[CH:7]=[CH:6][C:5]([N:8]2[C:12](C(O)=O)=[C:11]([C:16]([F:19])([F:18])[F:17])[CH:10]=[N:9]2)=[CH:4][CH:3]=1.C([N:22]([CH2:25]C)CC)C.C1(P(N=[N+]=[N-])(C2C=CC=CC=2)=[O:34])C=CC=CC=1.[C:44]1([C@H:50]([OH:52])[CH3:51])[CH:49]=[CH:48][CH:47]=[CH:46][CH:45]=1, predict the reaction product. The product is: [C:44]1([C@H:50]([O:52][C:25](=[O:34])[NH:22][C:12]2[N:8]([C:5]3[CH:4]=[CH:3][C:2]([Br:1])=[CH:7][CH:6]=3)[N:9]=[CH:10][C:11]=2[C:16]([F:17])([F:18])[F:19])[CH3:51])[CH:49]=[CH:48][CH:47]=[CH:46][CH:45]=1.